This data is from HIV replication inhibition screening data with 41,000+ compounds from the AIDS Antiviral Screen. The task is: Binary Classification. Given a drug SMILES string, predict its activity (active/inactive) in a high-throughput screening assay against a specified biological target. (1) The result is 0 (inactive). The compound is Nc1nc([O-])c([I+]c2ccccc2)c(O)n1. (2) The compound is CC(=O)NC(CCCCNC(=O)N(C)N=O)C(=O)NCc1ccccc1. The result is 0 (inactive). (3) The result is 0 (inactive). The molecule is COc1cc2c(cc1OC)NC(=O)CC(=O)N2. (4) The compound is CCOC(=O)C(=O)Nc1c(C)cccc1CC. The result is 0 (inactive). (5) The drug is O=C(c1ccccc1)c1cc(Cl)ccc1NCn1nnc2ccccc21. The result is 0 (inactive). (6) The molecule is CCOC(=O)C1C(=O)CC(O)(c2ccccc2)C(C(=O)OCC)C1c1ccc(OC)cc1. The result is 0 (inactive).